This data is from Forward reaction prediction with 1.9M reactions from USPTO patents (1976-2016). The task is: Predict the product of the given reaction. (1) Given the reactants [CH3:1][O:2][C:3]1[CH:4]=[C:5]([C:11]2[C@@H:20]3[C@@H:15]([CH2:16][CH2:17][CH2:18][CH2:19]3)[C:14](=[O:21])[N:13]([CH:22]3[CH2:27][CH2:26][N:25]([C:28](=[O:44])[C@@H:29]([NH:36]C(=O)OC(C)(C)C)[CH2:30][N:31]4[CH:35]=[CH:34][CH:33]=[N:32]4)[CH2:24][CH2:23]3)[N:12]=2)[CH:6]=[CH:7][C:8]=1[O:9][CH3:10].FC(F)(F)C(O)=O, predict the reaction product. The product is: [NH2:36][C@@H:29]([CH2:30][N:31]1[CH:35]=[CH:34][CH:33]=[N:32]1)[C:28]([N:25]1[CH2:24][CH2:23][CH:22]([N:13]2[N:12]=[C:11]([C:5]3[CH:6]=[CH:7][C:8]([O:9][CH3:10])=[C:3]([O:2][CH3:1])[CH:4]=3)[C@@H:20]3[C@@H:15]([CH2:16][CH2:17][CH2:18][CH2:19]3)[C:14]2=[O:21])[CH2:27][CH2:26]1)=[O:44]. (2) Given the reactants [Cl:1][C:2]1[N:3]=[CH:4][C:5]2[NH:11][C:10](=[O:12])[CH2:9][CH2:8][N:7]([CH:13]3[CH2:18][CH2:17][CH2:16][CH2:15][CH2:14]3)[C:6]=2[N:19]=1.[C:20](=O)([O-])[O-].[Cs+].[Cs+].IC.CN(C)C=O, predict the reaction product. The product is: [Cl:1][C:2]1[N:3]=[CH:4][C:5]2[N:11]([CH3:20])[C:10](=[O:12])[CH2:9][CH2:8][N:7]([CH:13]3[CH2:18][CH2:17][CH2:16][CH2:15][CH2:14]3)[C:6]=2[N:19]=1. (3) Given the reactants [Cl:1]COC1C(=O)C(C)=C(OC)C(=O)C=1C.[CH2:16]([C:18]1[C:19](=[O:30])[C:20]([CH2:28]O)=[C:21]([CH3:27])[C:22](=[O:26])[C:23]=1[O:24][CH3:25])[CH3:17].P(Cl)(Cl)Cl.CN(C=O)C, predict the reaction product. The product is: [Cl:1][CH2:28][C:20]1[C:19](=[O:30])[C:18]([CH2:16][CH3:17])=[C:23]([O:24][CH3:25])[C:22](=[O:26])[C:21]=1[CH3:27].